Task: Regression/Classification. Given a drug SMILES string, predict its absorption, distribution, metabolism, or excretion properties. Task type varies by dataset: regression for continuous measurements (e.g., permeability, clearance, half-life) or binary classification for categorical outcomes (e.g., BBB penetration, CYP inhibition). Dataset: cyp2c9_veith.. Dataset: CYP2C9 inhibition data for predicting drug metabolism from PubChem BioAssay (1) The molecule is COc1cc([C@H](O)CO)ccc1O. The result is 0 (non-inhibitor). (2) The compound is O=C1c2ccccc2C(=O)c2c1ccc(C(=O)O)c2-c1ccc2ccccc2c1. The result is 1 (inhibitor). (3) The result is 0 (non-inhibitor). The compound is COCCn1c(=O)c(-c2ccc(OC)cc2)nc2cnc(N3CCN(C)CC3)nc21. (4) The molecule is Cc1ccc(S(=O)(=O)NCc2cccc([N+](=O)[O-])c2)cc1. The result is 0 (non-inhibitor). (5) The molecule is COc1cc(CNCCN2CCOCC2)ccc1OCc1ccc(Cl)cc1Cl.Cl. The result is 0 (non-inhibitor). (6) The compound is COC(=O)[C@@]1(Cc2ccc(OC)cc2)[C@H]2c3cc(C(=O)N(C)C)n(Cc4ccc(OC)c(OC)c4)c3C[C@H]2CN1C(=O)c1ccccc1. The result is 1 (inhibitor). (7) The molecule is O=C(O)[C@@H]1[C@@H]2C[C@H]3[C@@H]1C(=O)O[C@H]3[C@H]2Br. The result is 0 (non-inhibitor). (8) The drug is CCOc1ccc(-c2nnc3ccc(SCC(=O)NCc4ccco4)nn23)cc1. The result is 1 (inhibitor). (9) The drug is CCNC(=S)NNC(=O)c1ccoc1C. The result is 0 (non-inhibitor).